Dataset: Reaction yield outcomes from USPTO patents with 853,638 reactions. Task: Predict the reaction yield, written as a fraction of the theoretical maximum amount of product (1.0 means a 100% yield; for example, 0.34 means a 34% yield). (1) The reactants are [OH-].[Na+].C[O:4][C:5](=[O:34])[CH2:6][CH2:7][C:8]1[CH:13]=[CH:12][C:11]([O:14][CH2:15][CH2:16][C@@H:17]([O:19][C:20]2[C:25]([C:26]3[CH:27]=[N:28][CH:29]=[CH:30][CH:31]=3)=[CH:24][C:23]([Cl:32])=[CH:22][N:21]=2)[CH3:18])=[CH:10][C:9]=1[CH3:33].Cl. The catalyst is CO. The product is [Cl:32][C:23]1[CH:24]=[C:25]([C:26]2[CH:27]=[N:28][CH:29]=[CH:30][CH:31]=2)[C:20]([O:19][C@@H:17]([CH3:18])[CH2:16][CH2:15][O:14][C:11]2[CH:12]=[CH:13][C:8]([CH2:7][CH2:6][C:5]([OH:34])=[O:4])=[C:9]([CH3:33])[CH:10]=2)=[N:21][CH:22]=1. The yield is 0.900. (2) The reactants are [C:1]([C:5]1[CH:14]=[CH:13][C:12]([NH2:15])=[CH:11][C:6]=1[C:7](OC)=[O:8])([CH3:4])([CH3:3])[CH3:2].[H-].[H-].[H-].[H-].[Li+].[Al+3]. The catalyst is C1COCC1.O. The product is [C:1]([C:5]1[CH:14]=[CH:13][C:12]([NH2:15])=[CH:11][C:6]=1[CH2:7][OH:8])([CH3:4])([CH3:2])[CH3:3]. The yield is 0.200. (3) The reactants are [Cl:1][C:2]1[N:7]=[C:6]([NH:8][CH2:9][CH2:10][CH2:11][OH:12])[C:5]([Cl:13])=[CH:4][N:3]=1.O[C:15]1[CH:16]=[C:17]2[C:21](=[CH:22][CH:23]=1)[C@H:20]([CH2:24][C:25]([O:27][CH2:28][CH3:29])=[O:26])[CH2:19][CH2:18]2.C1C=CC(P(C2C=CC=CC=2)C2C=CC=CC=2)=CC=1.C1CCN(C(N=NC(N2CCCCC2)=O)=O)CC1. The catalyst is C1COCC1. The product is [Cl:1][C:2]1[N:7]=[C:6]([NH:8][CH2:9][CH2:10][CH2:11][O:12][C:15]2[CH:16]=[C:17]3[C:21](=[CH:22][CH:23]=2)[C@H:20]([CH2:24][C:25]([O:27][CH2:28][CH3:29])=[O:26])[CH2:19][CH2:18]3)[C:5]([Cl:13])=[CH:4][N:3]=1. The yield is 0.890.